The task is: Predict the reactants needed to synthesize the given product.. This data is from Full USPTO retrosynthesis dataset with 1.9M reactions from patents (1976-2016). Given the product [F:1][C:2]1[C:10]([O:11][CH3:12])=[CH:9][CH:8]=[C:7]([N:13]2[N:17]=[CH:16][CH:15]=[N:14]2)[C:3]=1[C:4]([N:21]1[CH2:22][CH2:23][CH2:24][C@@H:19]([CH3:18])[C@H:20]1[CH2:25][NH:26][C:34]1[N:43]=[CH:42][C:41]([C:44]([F:47])([F:46])[F:45])=[CH:40][N:39]=1)=[O:6], predict the reactants needed to synthesize it. The reactants are: [F:1][C:2]1[C:10]([O:11][CH3:12])=[CH:9][CH:8]=[C:7]([N:13]2[N:17]=[CH:16][CH:15]=[N:14]2)[C:3]=1[C:4]([OH:6])=O.[CH3:18][C@@H:19]1[CH2:24][CH2:23][CH2:22][NH:21][C@@H:20]1[CH2:25][N:26]1[C:34](=O)C2C(=CC=CC=2)C1=O.ClC1[N:43]=[CH:42][C:41]([C:44]([F:47])([F:46])[F:45])=[CH:40][N:39]=1.